This data is from Forward reaction prediction with 1.9M reactions from USPTO patents (1976-2016). The task is: Predict the product of the given reaction. (1) The product is: [Cl:1][C:2]1[N:7]=[C:6]([C:8]2[CH:9]=[CH:10][CH:11]=[CH:12][CH:13]=2)[N:5]=[C:4]([NH:14][C:15]2[CH:20]=[CH:19][C:18]([S:25]([CH3:29])(=[O:27])=[O:24])=[CH:17][CH:16]=2)[CH:3]=1. Given the reactants [Cl:1][C:2]1[N:7]=[C:6]([C:8]2[CH:13]=[CH:12][CH:11]=[CH:10][CH:9]=2)[N:5]=[C:4]([NH:14][C:15]2[CH:20]=[CH:19][C:18](SC)=[CH:17][CH:16]=2)[CH:3]=1.O[O:24][S:25]([O-:27])=O.[K+].[CH3:29]C(C)=O.O, predict the reaction product. (2) Given the reactants C(OC([N:8]([CH2:24][C:25]1([C:29]2[C:34]([F:35])=[CH:33][CH:32]=[CH:31][N:30]=2)[CH2:28][CH2:27][CH2:26]1)[C:9]1[N:14]=[N:13][C:12]([C:15]2[CH:19]=[C:18]([C:20]([O:22]C)=O)[O:17][N:16]=2)=[CH:11][CH:10]=1)=O)(C)(C)C.[OH-].[NH4+:37], predict the reaction product. The product is: [F:35][C:34]1[C:29]([C:25]2([CH2:24][NH:8][C:9]3[N:14]=[N:13][C:12]([C:15]4[CH:19]=[C:18]([C:20]([NH2:37])=[O:22])[O:17][N:16]=4)=[CH:11][CH:10]=3)[CH2:28][CH2:27][CH2:26]2)=[N:30][CH:31]=[CH:32][CH:33]=1. (3) Given the reactants [C:1]([NH:4][C:5]1[S:6][C:7]2[CH:13]=[CH:12][CH:11]=[C:10]([O:14][C:15]3[N:20]=[CH:19][N:18]=[C:17]([C:21]4[CH:26]=[CH:25][C:24]([C:27]([F:30])([F:29])[F:28])=[CH:23][C:22]=4[NH:31][C:32]([C@@H:34]4[CH2:38][CH2:37][CH2:36][NH:35]4)=[O:33])[CH:16]=3)[C:8]=2[N:9]=1)(=[O:3])[CH3:2].[CH3:39][C:40]([CH3:42])=O, predict the reaction product. The product is: [C:1]([NH:4][C:5]1[S:6][C:7]2[CH:13]=[CH:12][CH:11]=[C:10]([O:14][C:15]3[N:20]=[CH:19][N:18]=[C:17]([C:21]4[CH:26]=[CH:25][C:24]([C:27]([F:29])([F:30])[F:28])=[CH:23][C:22]=4[NH:31][C:32]([C@@H:34]4[CH2:38][CH2:37][CH2:36][N:35]4[CH:40]([CH3:42])[CH3:39])=[O:33])[CH:16]=3)[C:8]=2[N:9]=1)(=[O:3])[CH3:2]. (4) Given the reactants Br[C:2]1[CH:7]=[CH:6][C:5]([C:8]([N:10]2[CH2:15][CH2:14][N:13]([C:16]3[C:21]([CH3:22])=[CH:20][C:19]([CH:23]4[CH2:25][CH2:24]4)=[CH:18][N:17]=3)[CH2:12][CH2:11]2)=[O:9])=[C:4]([N:26]2[CH2:30][CH2:29][CH2:28][S:27]2(=[O:32])=[O:31])[CH:3]=1.[CH3:33][C:34]1([CH3:40])[O:38][C:37](=[O:39])[N:36]=[CH:35]1, predict the reaction product. The product is: [CH:23]1([C:19]2[CH:20]=[C:21]([CH3:22])[C:16]([N:13]3[CH2:14][CH2:15][N:10]([C:8]([C:5]4[CH:6]=[CH:7][C:2]([N:36]5[CH2:35][C:34]([CH3:40])([CH3:33])[O:38][C:37]5=[O:39])=[CH:3][C:4]=4[N:26]4[CH2:30][CH2:29][CH2:28][S:27]4(=[O:32])=[O:31])=[O:9])[CH2:11][CH2:12]3)=[N:17][CH:18]=2)[CH2:25][CH2:24]1. (5) Given the reactants Br[C:2]1[CH:3]=[C:4]([NH:11][S:12]([C:15]2[CH:20]=[CH:19][C:18]([OH:21])=[CH:17][CH:16]=2)(=[O:14])=[O:13])[C:5]([O:8][CH2:9][CH3:10])=[N:6][CH:7]=1.[B:22]1([B:22]2[O:26][C:25]([CH3:28])([CH3:27])[C:24]([CH3:30])([CH3:29])[O:23]2)[O:26][C:25]([CH3:28])([CH3:27])[C:24]([CH3:30])([CH3:29])[O:23]1.C([O-])(=O)C.[K+], predict the reaction product. The product is: [CH2:9]([O:8][C:5]1[C:4]([NH:11][S:12]([C:15]2[CH:20]=[CH:19][C:18]([OH:21])=[CH:17][CH:16]=2)(=[O:14])=[O:13])=[CH:3][C:2]([B:22]2[O:26][C:25]([CH3:28])([CH3:27])[C:24]([CH3:30])([CH3:29])[O:23]2)=[CH:7][N:6]=1)[CH3:10]. (6) Given the reactants [F:1][C:2]([F:23])([F:22])[C:3]([C:9]1[S:13][C:12]([NH:14][CH2:15][C:16]2[CH:21]=[CH:20][N:19]=[CH:18][CH:17]=2)=[N:11][CH:10]=1)([OH:8])[C:4]([F:7])([F:6])[F:5].[C:24](O[C:24](=[O:31])[C:25]1[CH:30]=[CH:29][N:28]=[CH:27][CH:26]=1)(=[O:31])[C:25]1[CH:30]=[CH:29][N:28]=[CH:27][CH:26]=1, predict the reaction product. The product is: [N:19]1[CH:20]=[CH:21][C:16]([CH2:15][N:14]([C:12]2[S:13][C:9]([C:3]([OH:8])([C:2]([F:22])([F:1])[F:23])[C:4]([F:7])([F:6])[F:5])=[CH:10][N:11]=2)[C:24]([C:25]2[CH:30]=[CH:29][N:28]=[CH:27][CH:26]=2)=[O:31])=[CH:17][CH:18]=1. (7) Given the reactants [F:1][C:2]1[CH:34]=[CH:33][CH:32]=[CH:31][C:3]=1[CH2:4][N:5]1[C:9]([C:10]2[CH:14]=[CH:13][O:12][N:11]=2)=[CH:8][C:7]([C:15]2[N:20]=[C:19]([NH2:21])[C:18](/[N:22]=N/C3C=CC=CC=3)=[C:17]([NH2:30])[N:16]=2)=[N:6]1.NC1C(N)=NC(N)=NC=1, predict the reaction product. The product is: [F:1][C:2]1[CH:34]=[CH:33][CH:32]=[CH:31][C:3]=1[CH2:4][N:5]1[C:9]([C:10]2[CH:14]=[CH:13][O:12][N:11]=2)=[CH:8][C:7]([C:15]2[N:20]=[C:19]([NH2:21])[C:18]([NH2:22])=[C:17]([NH2:30])[N:16]=2)=[N:6]1. (8) Given the reactants C([O:3][C:4](=[O:36])[C:5]([CH3:35])([O:7][C:8]1[CH:13]=[CH:12][C:11]([O:14][CH2:15][C:16]2[C:17]([CH3:33])=[N:18][C:19]([C:22]3[CH:27]=[CH:26][C:25]([O:28][C:29]([F:32])([F:31])[F:30])=[CH:24][CH:23]=3)=[CH:20][CH:21]=2)=[CH:10][C:9]=1[CH3:34])[CH3:6])C.[OH-].[Na+], predict the reaction product. The product is: [CH3:35][C:5]([O:7][C:8]1[CH:13]=[CH:12][C:11]([O:14][CH2:15][C:16]2[C:17]([CH3:33])=[N:18][C:19]([C:22]3[CH:27]=[CH:26][C:25]([O:28][C:29]([F:31])([F:32])[F:30])=[CH:24][CH:23]=3)=[CH:20][CH:21]=2)=[CH:10][C:9]=1[CH3:34])([CH3:6])[C:4]([OH:36])=[O:3].